This data is from Forward reaction prediction with 1.9M reactions from USPTO patents (1976-2016). The task is: Predict the product of the given reaction. Given the reactants [CH:1]1[C:6]([C@H:7]2[C@H:12]([CH2:13][O:14][C:15]3[CH:16]=[CH:17][C:18]4[O:23][CH2:22][O:21][C:19]=4[CH:20]=3)[CH2:11][NH:10][CH2:9][CH2:8]2)=[CH:5][CH:4]=[C:3]([F:24])[CH:2]=1.[ClH:25], predict the reaction product. The product is: [CH:5]1[C:6]([C@H:7]2[C@H:12]([CH2:13][O:14][C:15]3[CH:16]=[CH:17][C:18]4[O:23][CH2:22][O:21][C:19]=4[CH:20]=3)[CH2:11][NH:10][CH2:9][CH2:8]2)=[CH:1][CH:2]=[C:3]([F:24])[CH:4]=1.[ClH:25].